This data is from Catalyst prediction with 721,799 reactions and 888 catalyst types from USPTO. The task is: Predict which catalyst facilitates the given reaction. (1) Reactant: [Cl:1][C:2]1[CH:32]=[CH:31][C:5]([O:6][C:7]2[CH:12]=[CH:11][C:10]([NH:13][CH:14]([C:17]3[CH:22]=[CH:21][CH:20]=[C:19]([O:23][CH2:24][C:25]4[CH:30]=[CH:29][CH:28]=[CH:27][CH:26]=4)[CH:18]=3)[C:15]#[N:16])=[CH:9][CH:8]=2)=[CH:4][CH:3]=1.[H-].[Al+3].[Li+].[H-].[H-].[H-]. Product: [Cl:1][C:2]1[CH:3]=[CH:4][C:5]([O:6][C:7]2[CH:12]=[CH:11][C:10]([NH:13][CH:14]([C:17]3[CH:22]=[CH:21][CH:20]=[C:19]([O:23][CH2:24][C:25]4[CH:30]=[CH:29][CH:28]=[CH:27][CH:26]=4)[CH:18]=3)[CH2:15][NH2:16])=[CH:9][CH:8]=2)=[CH:31][CH:32]=1. The catalyst class is: 28. (2) Reactant: Cl[C:2]1[O:3][C:4]2[CH:10]=[CH:9][CH:8]=[CH:7][C:5]=2[N:6]=1.[NH2:11][C:12]1[C:17]([Cl:18])=[CH:16][C:15]([CH2:19][C:20]([O:22][CH2:23][CH3:24])=[O:21])=[C:14]([F:25])[CH:13]=1. Product: [O:3]1[C:4]2[CH:10]=[CH:9][CH:8]=[CH:7][C:5]=2[N:6]=[C:2]1[NH:11][C:12]1[C:17]([Cl:18])=[CH:16][C:15]([CH2:19][C:20]([O:22][CH2:23][CH3:24])=[O:21])=[C:14]([F:25])[CH:13]=1. The catalyst class is: 113. (3) Reactant: [Cl:1][C:2]1[C:11]2[C:6](=[CH:7][CH:8]=[C:9]([Cl:12])[N:10]=2)[N:5]=[CH:4][C:3]=1[C:13](=[O:15])[CH3:14].I([Cl:19])(=O)=O.I(Cl)(=O)=O.C([N+](C)(C)C)C1C=CC=CC=1. Product: [Cl:19][CH2:14][C:13]([C:3]1[CH:4]=[N:5][C:6]2[C:11]([C:2]=1[Cl:1])=[N:10][C:9]([Cl:12])=[CH:8][CH:7]=2)=[O:15]. The catalyst class is: 1.